From a dataset of Reaction yield outcomes from USPTO patents with 853,638 reactions. Predict the reaction yield, written as a fraction of the theoretical maximum amount of product (1.0 means a 100% yield; for example, 0.34 means a 34% yield). (1) The product is [CH:32]([NH:34][C:23](=[O:24])[C:22]1[CH:21]=[CH:20][C:19]([N:16]2[CH2:17][CH2:18][N:13]([CH2:12][C:9]3[CH:10]=[N:11][C:5]4[N:4]5[CH2:28][CH2:29][CH2:30][C@H:3]5[C:2](=[O:1])[NH:7][C:6]=4[CH:8]=3)[CH2:14][CH2:15]2)=[CH:27][CH:26]=1)([CH3:33])[CH3:31]. The reactants are [O:1]=[C:2]1[NH:7][C:6]2[CH:8]=[C:9]([CH2:12][N:13]3[CH2:18][CH2:17][N:16]([C:19]4[CH:27]=[CH:26][C:22]([C:23](O)=[O:24])=[CH:21][CH:20]=4)[CH2:15][CH2:14]3)[CH:10]=[N:11][C:5]=2[N:4]2[CH2:28][CH2:29][CH2:30][C@@H:3]12.[CH3:31][CH:32]([NH2:34])[CH3:33].CCN(C(C)C)C(C)C.CN(C(ON1N=NC2C=CC=NC1=2)=[N+](C)C)C.F[P-](F)(F)(F)(F)F. The catalyst is CN(C=O)C. The yield is 0.413. (2) The reactants are [C:1]1(B(O)O)[CH:6]=[CH:5][CH:4]=[CH:3][CH:2]=1.Br[C:11]1[N:16]=[CH:15][C:14]([C:17]2[N:26]([C:27]3[CH:32]=[CH:31][C:30]([CH:33]([CH2:35][CH3:36])[CH3:34])=[CH:29][CH:28]=3)[C:25](=[O:37])[C:24]3[C:19](=[CH:20][CH:21]=[CH:22][CH:23]=3)[N:18]=2)=[CH:13][CH:12]=1. The yield is 0.460. The catalyst is C([O-])([O-])=O.[Na+].[Na+].COCCOC.C1C=CC([P]([Pd]([P](C2C=CC=CC=2)(C2C=CC=CC=2)C2C=CC=CC=2)([P](C2C=CC=CC=2)(C2C=CC=CC=2)C2C=CC=CC=2)[P](C2C=CC=CC=2)(C2C=CC=CC=2)C2C=CC=CC=2)(C2C=CC=CC=2)C2C=CC=CC=2)=CC=1. The product is [CH:33]([C:30]1[CH:29]=[CH:28][C:27]([N:26]2[C:25](=[O:37])[C:24]3[C:19](=[CH:20][CH:21]=[CH:22][CH:23]=3)[N:18]=[C:17]2[C:14]2[CH:15]=[N:16][CH:11]=[C:12]([C:1]3[CH:6]=[CH:5][CH:4]=[CH:3][CH:2]=3)[CH:13]=2)=[CH:32][CH:31]=1)([CH2:35][CH3:36])[CH3:34].